This data is from Full USPTO retrosynthesis dataset with 1.9M reactions from patents (1976-2016). The task is: Predict the reactants needed to synthesize the given product. (1) Given the product [F:1][C:2]1[CH:3]=[C:4]([NH:5][C:43](=[O:44])[C:42]2[CH:46]=[CH:47][C:39]([CH2:38][N:19]3[C:20]4[C:25](=[CH:24][CH:23]=[CH:22][CH:21]=4)[C:26]4([CH2:30][O:29][C:28]5[CH:31]=[C:32]6[C:36](=[CH:37][C:27]4=5)[CH2:35][CH2:34][O:33]6)[C:18]3=[O:17])=[CH:40][CH:41]=2)[CH:6]=[CH:7][CH:8]=1, predict the reactants needed to synthesize it. The reactants are: [F:1][C:2]1[CH:3]=[C:4]([CH:6]=[CH:7][CH:8]=1)[NH2:5].C1(CN)CCCCC1.[O:17]=[C:18]1[C:26]2([CH2:30][O:29][C:28]3[CH:31]=[C:32]4[C:36](=[CH:37][C:27]2=3)[CH2:35][CH2:34][O:33]4)[C:25]2[C:20](=[CH:21][CH:22]=[CH:23][CH:24]=2)[N:19]1[CH2:38][C:39]1[CH:47]=[CH:46][C:42]([C:43](O)=[O:44])=[CH:41][CH:40]=1.O=C1C2(COC3C=C4C(=CC2=3)CCO4)C2C(=CC=CC=2)N1CC1C=C(C=CC=1)C(O)=O. (2) Given the product [C:1]1([CH:7]2[CH2:8][CH2:9][N:10]([CH3:13])[CH2:11][CH2:12]2)[CH:6]=[CH:5][CH:4]=[CH:3][CH:2]=1, predict the reactants needed to synthesize it. The reactants are: [C:1]1([CH:7]2[CH2:12][CH2:11][NH:10][CH2:9][CH2:8]2)[CH:6]=[CH:5][CH:4]=[CH:3][CH:2]=1.[CH2:13]=O.[BH4-].[Na+]. (3) Given the product [Cl:12][C:10]1[CH:9]=[C:5]([C:6]([OH:8])=[O:7])[C:4]([NH2:11])=[CH:3][C:2]=1[F:1], predict the reactants needed to synthesize it. The reactants are: [F:1][C:2]1[CH:3]=[C:4]([NH2:11])[C:5](=[CH:9][CH:10]=1)[C:6]([OH:8])=[O:7].[Cl:12]OC(C)(C)C. (4) Given the product [F:9][C:4]1[CH:5]=[C:6]([O:8][CH2:44][CH2:43][O:42][CH3:41])[CH:7]=[C:2]([F:1])[C:3]=1[C:10]1[N:11]([S:28]([C:31]([F:32])([F:34])[F:33])(=[O:30])=[O:29])[C:12]2[C:17]([CH:18]=1)=[CH:16][C:15]([C:19]1[CH:26]=[CH:25][C:22]([C:23]#[N:24])=[CH:21][C:20]=1[CH3:27])=[CH:14][CH:13]=2, predict the reactants needed to synthesize it. The reactants are: [F:1][C:2]1[CH:7]=[C:6]([OH:8])[CH:5]=[C:4]([F:9])[C:3]=1[C:10]1[N:11]([S:28]([C:31]([F:34])([F:33])[F:32])(=[O:30])=[O:29])[C:12]2[C:17]([CH:18]=1)=[CH:16][C:15]([C:19]1[CH:26]=[CH:25][C:22]([C:23]#[N:24])=[CH:21][C:20]=1[CH3:27])=[CH:14][CH:13]=2.C(=O)([O-])[O-].[K+].[K+].[CH3:41][O:42][CH2:43][CH2:44]Br. (5) Given the product [Cl:12][C:7]1[CH:8]=[CH:9][CH:10]=[C:11]2[C:6]=1[N:5]=[CH:4][C:3]([C:13](=[O:15])[CH3:14])=[C:2]2[C:24]1[NH:23][N:22]=[CH:26][CH:25]=1, predict the reactants needed to synthesize it. The reactants are: Cl[C:2]1[C:11]2[C:6](=[C:7]([Cl:12])[CH:8]=[CH:9][CH:10]=2)[N:5]=[CH:4][C:3]=1[C:13](=[O:15])[CH3:14].C(=O)([O-])[O-].[K+].[K+].[NH:22]1[C:26](B(O)O)=[CH:25][CH:24]=[N:23]1. (6) Given the product [Cl:1][C:2]1[CH:3]=[C:4]([NH:18][C:19]([C:21]2[CH:22]=[N:23][N:24]([C:27]3[CH:28]=[CH:29][C:30]([Cl:33])=[CH:31][CH:32]=3)[C:25]=2[CH3:26])=[O:20])[CH:5]=[N:6][C:7]=1[N:8]1[CH2:17][CH2:16][C:11](=[O:12])[CH2:10][CH2:9]1, predict the reactants needed to synthesize it. The reactants are: [Cl:1][C:2]1[CH:3]=[C:4]([NH:18][C:19]([C:21]2[CH:22]=[N:23][N:24]([C:27]3[CH:32]=[CH:31][C:30]([Cl:33])=[CH:29][CH:28]=3)[C:25]=2[CH3:26])=[O:20])[CH:5]=[N:6][C:7]=1[N:8]1[CH2:17][CH2:16][C:11]2(OCC[O:12]2)[CH2:10][CH2:9]1.Cl.O.[OH-].[Na+].